The task is: Predict the product of the given reaction.. This data is from Forward reaction prediction with 1.9M reactions from USPTO patents (1976-2016). Given the reactants Br[C:2]1[N:7]=[C:6]([NH:8][CH2:9][C:10]2[C:15]([CH3:16])=[CH:14][CH:13]=[CH:12][C:11]=2[CH2:17][CH3:18])[C:5]([N+:19]([O-:21])=[O:20])=[C:4]([NH:22][CH3:23])[CH:3]=1.[CH3:24][O-:25].[Na+].O, predict the reaction product. The product is: [CH2:17]([C:11]1[CH:12]=[CH:13][CH:14]=[C:15]([CH3:16])[C:10]=1[CH2:9][NH:8][C:6]1[C:5]([N+:19]([O-:21])=[O:20])=[C:4]([NH:22][CH3:23])[CH:3]=[C:2]([O:25][CH3:24])[N:7]=1)[CH3:18].